From a dataset of Reaction yield outcomes from USPTO patents with 853,638 reactions. Predict the reaction yield, written as a fraction of the theoretical maximum amount of product (1.0 means a 100% yield; for example, 0.34 means a 34% yield). (1) The reactants are [Cl:1][C:2]1[N:7]=[C:6]([CH2:8][C:9]([C:11]2[C:12]([F:29])=[C:13]([NH:17][S:18]([C:21]3[C:26]([F:27])=[CH:25][CH:24]=[CH:23][C:22]=3[F:28])(=[O:20])=[O:19])[CH:14]=[CH:15][CH:16]=2)=O)[CH:5]=[CH:4][N:3]=1.CN(C=O)C.C1C(=O)N(Br)C(=O)C1.[CH3:43][CH:44]([CH3:48])[C:45](=[S:47])[NH2:46]. The catalyst is CCOC(C)=O. The product is [Cl:1][C:2]1[N:7]=[C:6]([C:8]2[S:47][C:45]([CH:44]([CH3:48])[CH3:43])=[N:46][C:9]=2[C:11]2[C:12]([F:29])=[C:13]([NH:17][S:18]([C:21]3[C:26]([F:27])=[CH:25][CH:24]=[CH:23][C:22]=3[F:28])(=[O:20])=[O:19])[CH:14]=[CH:15][CH:16]=2)[CH:5]=[CH:4][N:3]=1. The yield is 0.450. (2) The reactants are [Cl:1][C:2]1[CH:7]=[CH:6][C:5]([C:8](=O)[CH2:9][C:10]([O:12]CC)=O)=[CH:4][CH:3]=1.[NH2:16][C:17]1[NH:21][N:20]=[CH:19][C:18]=1[C:22]([O:24][CH2:25][CH3:26])=[O:23].C(OCC)(=O)C. The product is [Cl:1][C:2]1[CH:3]=[CH:4][C:5]([C:8]2[CH:9]=[C:10]([OH:12])[N:21]3[N:20]=[CH:19][C:18]([C:22]([O:24][CH2:25][CH3:26])=[O:23])=[C:17]3[N:16]=2)=[CH:6][CH:7]=1. The yield is 0.520. The catalyst is CCCCCC. (3) The reactants are O1CCCCC1[N:7]1[C:15]2[C:10](=[CH:11][C:12]([C:16]3[N:20]=[CH:19][N:18](C(C4C=CC=CC=4)(C4C=CC=CC=4)C4C=CC=CC=4)[N:17]=3)=[CH:13][CH:14]=2)[C:9]([C:40]2[CH:41]=[C:42]([NH:46][C:47](=[O:56])[CH:48]([CH:50]3[CH2:55][CH2:54][CH2:53][NH:52][CH2:51]3)[CH3:49])[CH:43]=[CH:44][CH:45]=2)=[N:8]1.Cl.C([O-])(O)=O.[Na+]. The catalyst is O1CCOCC1. The product is [NH:18]1[CH:19]=[N:20][C:16]([C:12]2[CH:11]=[C:10]3[C:15](=[CH:14][CH:13]=2)[NH:7][N:8]=[C:9]3[C:40]2[CH:41]=[C:42]([NH:46][C:47](=[O:56])[CH:48]([CH:50]3[CH2:55][CH2:54][CH2:53][NH:52][CH2:51]3)[CH3:49])[CH:43]=[CH:44][CH:45]=2)=[N:17]1. The yield is 0.380.